This data is from Catalyst prediction with 721,799 reactions and 888 catalyst types from USPTO. The task is: Predict which catalyst facilitates the given reaction. (1) Reactant: [NH2:1][C:2]1[C:7]([NH2:8])=[C:6]([NH:9][C:10]23[C:16]([CH3:18])([CH3:17])[C:13]([CH3:19])([CH2:14][CH2:15]2)[C:12](=[O:20])[CH2:11]3)[C:5]([Cl:21])=[CH:4][N:3]=1.[CH3:22][O:23][C:24]1[CH:31]=[C:30]([N:32]2[CH2:37][CH2:36][O:35][CH2:34][CH2:33]2)[CH:29]=[CH:28][C:25]=1[CH:26]=O.C([O-])(=O)C.[NH4+]. Product: [Cl:21][C:5]1[C:6]([NH:9][C:10]23[C:16]([CH3:17])([CH3:18])[C:13]([CH3:19])([CH2:14][CH2:15]2)[C:12](=[O:20])[CH2:11]3)=[C:7]2[N:8]=[C:26]([C:25]3[CH:28]=[CH:29][C:30]([N:32]4[CH2:37][CH2:36][O:35][CH2:34][CH2:33]4)=[CH:31][C:24]=3[O:23][CH3:22])[NH:1][C:2]2=[N:3][CH:4]=1. The catalyst class is: 14. (2) Product: [C:31]([C:28]1[CH:29]=[CH:30][C:25]([CH2:24][O:1][C:2]2[CH:7]=[CH:6][C:5]([N:8]3[C:16]4[C:11](=[CH:12][CH:13]=[CH:14][CH:15]=4)[CH:10]=[CH:9]3)=[CH:4][CH:3]=2)=[CH:26][CH:27]=1)#[N:32]. Reactant: [OH:1][C:2]1[CH:7]=[CH:6][C:5]([N:8]2[C:16]3[C:11](=[CH:12][CH:13]=[CH:14][CH:15]=3)[CH:10]=[CH:9]2)=[CH:4][CH:3]=1.C([O-])([O-])=O.[K+].[K+].Br[CH2:24][C:25]1[CH:30]=[CH:29][C:28]([C:31]#[N:32])=[CH:27][CH:26]=1.[Na+].[I-].C(O)C(N)(CO)CO. The catalyst class is: 3.